Dataset: Catalyst prediction with 721,799 reactions and 888 catalyst types from USPTO. Task: Predict which catalyst facilitates the given reaction. (1) Reactant: [CH2:1]([N:3]1[C:7]([CH2:8][S:9][C:10]2[CH:15]=[CH:14][C:13]([N+:16]([O-])=O)=[CH:12][CH:11]=2)=[N:6][N:5]=[N:4]1)[CH3:2].[CH2:19]([N:21]1[N:25]=[N:24][C:23]([CH2:26][S:27][C:28]2[CH:33]=[CH:32][C:31]([N+:34]([O-])=O)=[CH:30][CH:29]=2)=[N:22]1)[CH3:20]. Product: [CH2:1]([N:3]1[C:7]([CH2:8][S:9][C:10]2[CH:11]=[CH:12][C:13]([NH2:16])=[CH:14][CH:15]=2)=[N:6][N:5]=[N:4]1)[CH3:2].[CH2:19]([N:21]1[N:25]=[N:24][C:23]([CH2:26][S:27][C:28]2[CH:29]=[CH:30][C:31]([NH2:34])=[CH:32][CH:33]=2)=[N:22]1)[CH3:20]. The catalyst class is: 15. (2) Reactant: [C:1]([N:20]1[CH:24]=[C:23]([C:25]2[CH:30]=[CH:29][CH:28]=[CH:27][C:26]=2[OH:31])[N:22]=[CH:21]1)([C:14]1[CH:19]=[CH:18][CH:17]=[CH:16][CH:15]=1)([C:8]1[CH:13]=[CH:12][CH:11]=[CH:10][CH:9]=1)[C:2]1[CH:7]=[CH:6][CH:5]=[CH:4][CH:3]=1.[H-].[Na+].[O:34]1[C:38]2[CH:39]=[CH:40][CH:41]=[CH:42][C:37]=2[C:36]([C:43](=[O:46])[CH2:44]Br)=[CH:35]1. Product: [O:34]1[C:38]2[CH:39]=[CH:40][CH:41]=[CH:42][C:37]=2[C:36]([C:43](=[O:46])[CH2:44][O:31][C:26]2[CH:27]=[CH:28][CH:29]=[CH:30][C:25]=2[C:23]2[N:22]=[CH:21][N:20]([C:1]([C:14]3[CH:19]=[CH:18][CH:17]=[CH:16][CH:15]=3)([C:2]3[CH:7]=[CH:6][CH:5]=[CH:4][CH:3]=3)[C:8]3[CH:9]=[CH:10][CH:11]=[CH:12][CH:13]=3)[CH:24]=2)=[CH:35]1. The catalyst class is: 18.